Task: Regression. Given two drug SMILES strings and cell line genomic features, predict the synergy score measuring deviation from expected non-interaction effect.. Dataset: NCI-60 drug combinations with 297,098 pairs across 59 cell lines (1) Drug 1: CC1C(C(=O)NC(C(=O)N2CCCC2C(=O)N(CC(=O)N(C(C(=O)O1)C(C)C)C)C)C(C)C)NC(=O)C3=C4C(=C(C=C3)C)OC5=C(C(=O)C(=C(C5=N4)C(=O)NC6C(OC(=O)C(N(C(=O)CN(C(=O)C7CCCN7C(=O)C(NC6=O)C(C)C)C)C)C(C)C)C)N)C. Drug 2: CC12CCC3C(C1CCC2O)C(CC4=C3C=CC(=C4)O)CCCCCCCCCS(=O)CCCC(C(F)(F)F)(F)F. Cell line: HCT-15. Synergy scores: CSS=29.4, Synergy_ZIP=9.95, Synergy_Bliss=11.2, Synergy_Loewe=13.9, Synergy_HSA=11.6. (2) Drug 1: C1=CC=C(C=C1)NC(=O)CCCCCCC(=O)NO. Synergy scores: CSS=1.53, Synergy_ZIP=0.119, Synergy_Bliss=2.94, Synergy_Loewe=-1.15, Synergy_HSA=0.562. Drug 2: C1=CN(C=N1)CC(O)(P(=O)(O)O)P(=O)(O)O. Cell line: SNB-19. (3) Drug 1: C(=O)(N)NO. Drug 2: CC1=C(C=C(C=C1)C(=O)NC2=CC(=CC(=C2)C(F)(F)F)N3C=C(N=C3)C)NC4=NC=CC(=N4)C5=CN=CC=C5. Cell line: IGROV1. Synergy scores: CSS=-1.60, Synergy_ZIP=-0.617, Synergy_Bliss=-2.32, Synergy_Loewe=-2.24, Synergy_HSA=-2.47. (4) Synergy scores: CSS=80.3, Synergy_ZIP=1.36, Synergy_Bliss=-0.249, Synergy_Loewe=0.635, Synergy_HSA=3.08. Drug 2: C1C(C(OC1N2C=C(C(=O)NC2=O)F)CO)O. Drug 1: CC1OCC2C(O1)C(C(C(O2)OC3C4COC(=O)C4C(C5=CC6=C(C=C35)OCO6)C7=CC(=C(C(=C7)OC)O)OC)O)O. Cell line: SR. (5) Drug 1: C1=CC(=CC=C1C#N)C(C2=CC=C(C=C2)C#N)N3C=NC=N3. Drug 2: C1C(C(OC1N2C=NC3=C(N=C(N=C32)Cl)N)CO)O. Cell line: HOP-92. Synergy scores: CSS=41.7, Synergy_ZIP=0.0560, Synergy_Bliss=-0.270, Synergy_Loewe=-7.50, Synergy_HSA=0.366. (6) Drug 1: CCN(CC)CCCC(C)NC1=C2C=C(C=CC2=NC3=C1C=CC(=C3)Cl)OC. Drug 2: C(CN)CNCCSP(=O)(O)O. Cell line: HL-60(TB). Synergy scores: CSS=-8.37, Synergy_ZIP=6.55, Synergy_Bliss=-0.0990, Synergy_Loewe=-1.20, Synergy_HSA=-9.02.